This data is from Forward reaction prediction with 1.9M reactions from USPTO patents (1976-2016). The task is: Predict the product of the given reaction. (1) Given the reactants [Cl-].[NH4+:2].[Al](C)(C)C.[Cl:7][C:8]1[CH:13]=[C:12]([C:14]#[N:15])[CH:11]=[CH:10][N:9]=1.CO, predict the reaction product. The product is: [Cl:7][C:8]1[CH:13]=[C:12]([C:14](=[NH:2])[NH2:15])[CH:11]=[CH:10][N:9]=1. (2) Given the reactants [Cl:1][C:2]1[CH:3]=[C:4]([N+:22]([O-:24])=[O:23])[C:5]([NH:8][CH2:9][C@@H:10]2[CH2:14][CH2:13][N:12](C(OC(C)(C)C)=O)[CH2:11]2)=[N:6][CH:7]=1.Cl, predict the reaction product. The product is: [Cl:1][C:2]1[CH:3]=[C:4]([N+:22]([O-:24])=[O:23])[C:5]([NH:8][CH2:9][C@@H:10]2[CH2:14][CH2:13][NH:12][CH2:11]2)=[N:6][CH:7]=1. (3) Given the reactants [Cl:1][C:2]1[CH:7]=[CH:6][C:5](/[C:8](=[CH:11]/[C:12]2[N:13](C)[CH:14]=[CH:15][CH:16]=2)/[C:9]#[N:10])=[CH:4][CH:3]=1.C(N(CC)CC)C.[C:30](O[C:30](=[O:33])[CH2:31][CH3:32])(=[O:33])[CH2:31][CH3:32].CCOCC, predict the reaction product. The product is: [Cl:1][C:2]1[CH:7]=[CH:6][C:5](/[C:8](=[CH:11]/[C:12]2[N:13]([C:30](=[O:33])[CH2:31][CH3:32])[CH:14]=[CH:15][CH:16]=2)/[C:9]#[N:10])=[CH:4][CH:3]=1. (4) Given the reactants [Cl:1][C:2]1[CH:7]=[CH:6][C:5]([C:8]2[NH:9][C:10]3[C:15]([CH:16]=2)=[CH:14][CH:13]=[CH:12][CH:11]=3)=[CH:4][CH:3]=1.[Cl-].[CH3:18][O:19][C:20]1[CH:21]=[C:22]([CH:27]=[CH:28][C:29]=1[O:30][CH3:31])[CH:23]=[N+:24]([CH3:26])[CH3:25].COC1C=C(C=CC=1OC)C=O.CNC, predict the reaction product. The product is: [Cl:1][C:2]1[CH:3]=[CH:4][C:5]([C:8]2[NH:9][C:10]3[C:15]([C:16]=2[CH:23]([N:24]([CH3:26])[CH3:25])[C:22]2[CH:27]=[CH:28][C:29]([O:30][CH3:31])=[C:20]([O:19][CH3:18])[CH:21]=2)=[CH:14][CH:13]=[CH:12][CH:11]=3)=[CH:6][CH:7]=1. (5) Given the reactants [Cl:1][C:2]1[CH:3]=[C:4]([CH:21]=[CH:22][C:23]=1[NH:24][C:25]([NH:27][CH:28]1[CH2:30][CH2:29]1)=[O:26])[O:5][C:6]1[C:15]2[C:10](=[CH:11][C:12]([O:19][CH3:20])=[C:13]([C:16]([OH:18])=O)[CH:14]=2)[N:9]=[CH:8][CH:7]=1.Cl.C(N=C=N[CH2:37][CH2:38][CH2:39][N:40](C)C)C.C(N(CC)CC)C.C1(N)CC1, predict the reaction product. The product is: [CH:39]1([NH:40][C:16]([C:13]2[CH:14]=[C:15]3[C:10](=[CH:11][C:12]=2[O:19][CH3:20])[N:9]=[CH:8][CH:7]=[C:6]3[O:5][C:4]2[CH:21]=[CH:22][C:23]([NH:24][C:25]([NH:27][CH:28]3[CH2:29][CH2:30]3)=[O:26])=[C:2]([Cl:1])[CH:3]=2)=[O:18])[CH2:37][CH2:38]1.